Dataset: Full USPTO retrosynthesis dataset with 1.9M reactions from patents (1976-2016). Task: Predict the reactants needed to synthesize the given product. (1) Given the product [C:32]1([CH3:35])[CH:33]=[CH:34][C:29]([N:19]2[C:20]([C:22]3[CH:27]=[CH:26][C:25]([CH3:28])=[CH:24][CH:23]=3)=[CH:21][C:17]([CH:14]3[CH2:13][CH2:12][N:11]([C:9](=[O:10])[N:57]([OH:58])[CH3:56])[CH2:16][CH2:15]3)=[N:18]2)=[CH:30][CH:31]=1, predict the reactants needed to synthesize it. The reactants are: C(O[C:9]([N:11]1[CH2:16][CH2:15][CH:14]([C:17]2[CH:21]=[C:20]([C:22]3[CH:27]=[CH:26][C:25]([CH3:28])=[CH:24][CH:23]=3)[N:19]([C:29]3[CH:34]=[CH:33][C:32]([CH3:35])=[CH:31][CH:30]=3)[N:18]=2)[CH2:13][CH2:12]1)=[O:10])C1C=CC=CC=1.ClC(Cl)(OC(=O)OC(Cl)(Cl)Cl)Cl.C(N(CC)CC)C.Cl.[CH3:56][NH:57][OH:58]. (2) Given the product [OH:1][C:2]1[CH:21]=[C:20]([OH:22])[CH:19]=[CH:18][C:3]=1[C:4]([C:6]1[CH:11]=[CH:10][CH:9]=[CH:8][CH:7]=1)=[O:5], predict the reactants needed to synthesize it. The reactants are: [OH:1][C:2]1[CH:21]=[C:20]([OH:22])[C:19](S(O)(=O)=O)=[CH:18][C:3]=1[C:4]([C:6]1[CH:11]=[C:10](S(O)(=O)=O)[C:9](O)=[CH:8][C:7]=1O)=[O:5].[Na][Na]. (3) Given the product [Cl:26][C:24]1[CH:15]=[C:13]([B:10]2[O:11][C:12]([CH3:17])([CH3:18])[C:13]([CH3:15])([CH3:16])[O:14]2)[CH:12]=[CH:17][C:30]=1[NH:28][CH:27]1[CH2:20][CH2:19]1, predict the reactants needed to synthesize it. The reactants are: [B:10]1([B:10]2[O:14][C:13]([CH3:16])([CH3:15])[C:12]([CH3:18])([CH3:17])[O:11]2)[O:14][C:13]([CH3:16])([CH3:15])[C:12]([CH3:18])([CH3:17])[O:11]1.[C:19]([O-])(=O)[CH3:20].[K+].[CH2:24]([Cl:26])Cl.[CH3:27][N:28]([CH:30]=O)C.